The task is: Regression. Given a peptide amino acid sequence and an MHC pseudo amino acid sequence, predict their binding affinity value. This is MHC class I binding data.. This data is from Peptide-MHC class I binding affinity with 185,985 pairs from IEDB/IMGT. The peptide sequence is QPQQSPQFF. The MHC is HLA-A69:01 with pseudo-sequence HLA-A69:01. The binding affinity (normalized) is 0.0847.